From a dataset of Retrosynthesis with 50K atom-mapped reactions and 10 reaction types from USPTO. Predict the reactants needed to synthesize the given product. (1) The reactants are: ClCc1ccc(Cl)cc1.O=C1NC(=O)C(Cc2ccc(O)cc2)S1. Given the product O=C1NC(=O)C(Cc2ccc(OCc3ccc(Cl)cc3)cc2)S1, predict the reactants needed to synthesize it. (2) Given the product CCOC(=O)C(O)(CC(C)(C)c1ccccc1)c1ccccc1, predict the reactants needed to synthesize it. The reactants are: CCOC(=O)C(=O)CC(C)(C)c1ccccc1.[Mg+]c1ccccc1. (3) Given the product CCOP(=O)(CCCCn1c(=O)c2c(ncn2CC)n(C)c1=O)OCC, predict the reactants needed to synthesize it. The reactants are: CCI.CCOP(=O)(CCCCn1c(=O)c2[nH]cnc2n(C)c1=O)OCC.